Dataset: Reaction yield outcomes from USPTO patents with 853,638 reactions. Task: Predict the reaction yield, written as a fraction of the theoretical maximum amount of product (1.0 means a 100% yield; for example, 0.34 means a 34% yield). The reactants are [OH:1][C:2]1[CH:11]=[CH:10][C:5]([C:6]([NH:8][NH2:9])=[O:7])=[CH:4][CH:3]=1.[Cl:12][C:13]1[CH:18]=[CH:17][C:16]([C:19]([F:22])([F:21])[F:20])=[CH:15][C:14]=1[N:23]=[C:24]=S. The catalyst is CO.O=[Hg]. The product is [Cl:12][C:13]1[CH:18]=[CH:17][C:16]([C:19]([F:22])([F:21])[F:20])=[CH:15][C:14]=1[NH:23][C:24]1[O:7][C:6]([C:5]2[CH:10]=[CH:11][C:2]([OH:1])=[CH:3][CH:4]=2)=[N:8][N:9]=1. The yield is 0.881.